From a dataset of Full USPTO retrosynthesis dataset with 1.9M reactions from patents (1976-2016). Predict the reactants needed to synthesize the given product. Given the product [N+:36]([C:27]1[CH:28]=[C:29]([C:32]([F:33])([F:34])[F:35])[CH:30]=[CH:31][C:26]=1[N:13]1[CH2:12][CH2:11][CH2:10][C@H:9]([NH:8][C:6](=[O:7])[O:5][C:2]([CH3:1])([CH3:3])[CH3:4])[CH2:14]1)([O-:38])=[O:37], predict the reactants needed to synthesize it. The reactants are: [CH3:1][C:2]([O:5][C:6]([NH:8][C@@H:9]1[CH2:14][NH:13][CH2:12][CH2:11][CH2:10]1)=[O:7])([CH3:4])[CH3:3].C(=O)(O)[O-].[Na+].C1COCC1.F[C:26]1[CH:31]=[CH:30][C:29]([C:32]([F:35])([F:34])[F:33])=[CH:28][C:27]=1[N+:36]([O-:38])=[O:37].